This data is from Catalyst prediction with 721,799 reactions and 888 catalyst types from USPTO. The task is: Predict which catalyst facilitates the given reaction. (1) Product: [CH2:1]([O:3][C:4](=[O:20])[C:5]1[CH:17]=[C:16]([CH:18]=[O:19])[CH:15]=[C:7]([C:8]([N:10]([CH3:14])[CH2:11][CH2:12][CH3:13])=[O:9])[CH:6]=1)[CH3:2]. Reactant: [CH2:1]([O:3][C:4](=[O:20])[C:5]1[CH:17]=[C:16]([CH2:18][OH:19])[CH:15]=[C:7]([C:8]([N:10]([CH3:14])[CH2:11][CH2:12][CH3:13])=[O:9])[CH:6]=1)[CH3:2].CC(OI1(OC(C)=O)(OC(C)=O)OC(=O)C2C=CC=CC1=2)=O.C(OCC)C.C(=O)(O)[O-].[Na+]. The catalyst class is: 4. (2) Reactant: [CH3:1][C:2]1[C:11]([CH3:12])=[CH:10][C:5]2[N:6]=[C:7]([SH:9])[NH:8][C:4]=2[CH:3]=1.C(N(CC)CC)C.[CH3:20][O:21][C:22](=[O:31])[C:23]1[CH:28]=[CH:27][CH:26]=[CH:25][C:24]=1[CH2:29]Br.O. Product: [CH3:20][O:21][C:22](=[O:31])[C:23]1[CH:28]=[CH:27][CH:26]=[CH:25][C:24]=1[CH2:29][S:9][C:7]1[NH:8][C:4]2[CH:3]=[C:2]([CH3:1])[C:11]([CH3:12])=[CH:10][C:5]=2[N:6]=1. The catalyst class is: 9. (3) Reactant: Br[C:2]1[CH:7]=[CH:6][CH:5]=[CH:4][C:3]=1[CH:8]1[N:13]2[CH:14]=[N:15][CH:16]=[C:12]2[CH:11]([CH3:17])[CH2:10][CH2:9]1.[C:18]1(B(O)O)[CH:23]=[CH:22][CH:21]=[CH:20][CH:19]=1.C([O-])([O-])=O.[Na+].[Na+]. Product: [C:2]1([C:18]2[CH:23]=[CH:22][CH:21]=[CH:20][CH:19]=2)[CH:7]=[CH:6][CH:5]=[CH:4][C:3]=1[CH:8]1[N:13]2[CH:14]=[N:15][CH:16]=[C:12]2[CH:11]([CH3:17])[CH2:10][CH2:9]1. The catalyst class is: 104. (4) Reactant: [Cl:1][C:2]1[CH:10]=[CH:9][C:8]([OH:11])=[CH:7][C:3]=1[C:4]([NH2:6])=[O:5].CS(O[C@H:17]1[CH2:21][CH2:20][N:19]([C:22]([O:24][C:25]([CH3:28])([CH3:27])[CH3:26])=[O:23])[CH2:18]1)(=O)=O.C(=O)([O-])[O-].[Cs+].[Cs+]. Product: [C:4]([C:3]1[CH:7]=[C:8]([CH:9]=[CH:10][C:2]=1[Cl:1])[O:11][C@H:21]1[CH2:17][CH2:18][N:19]([C:22]([O:24][C:25]([CH3:28])([CH3:27])[CH3:26])=[O:23])[CH2:20]1)(=[O:5])[NH2:6]. The catalyst class is: 10. (5) Reactant: [F:1][C:2]([F:44])([F:43])[C:3]1[CH:4]=[C:5]([C@H:13]2[O:17][C:16](=[O:18])[N:15]([CH2:19][C:20]3[CH:25]=[C:24]([C:26]([F:29])([F:28])[F:27])[CH:23]=[CH:22][C:21]=3[C:30]3[CH:35]=[C:34]([C:36]([CH3:38])=[CH2:37])[C:33]([F:39])=[CH:32][C:31]=3[O:40]C)[C@H:14]2[CH3:42])[CH:6]=[C:7]([C:9]([F:12])([F:11])[F:10])[CH:8]=1.[Cl-].[Li+].[OH-].[Na+]. Product: [F:44][C:2]([F:1])([F:43])[C:3]1[CH:4]=[C:5]([C@H:13]2[O:17][C:16](=[O:18])[N:15]([CH2:19][C:20]3[CH:25]=[C:24]([C:26]([F:28])([F:29])[F:27])[CH:23]=[CH:22][C:21]=3[C:30]3[CH:35]=[C:34]([C:36]([CH3:38])=[CH2:37])[C:33]([F:39])=[CH:32][C:31]=3[OH:40])[C@H:14]2[CH3:42])[CH:6]=[C:7]([C:9]([F:12])([F:11])[F:10])[CH:8]=1. The catalyst class is: 3. (6) Reactant: [C:1]([C:4]1[CH:5]=[C:6]([CH:10]=[CH:11][C:12]=1[CH2:13][CH2:14][CH3:15])[C:7]([OH:9])=[O:8])#[C:2][CH3:3]. Product: [CH2:1]([C:4]1[CH:5]=[C:6]([CH:10]=[CH:11][C:12]=1[CH2:13][CH2:14][CH3:15])[C:7]([OH:9])=[O:8])[CH2:2][CH3:3]. The catalyst class is: 50.